Dataset: Catalyst prediction with 721,799 reactions and 888 catalyst types from USPTO. Task: Predict which catalyst facilitates the given reaction. (1) Reactant: [NH2:1][C:2]1[N:3]=[C:4]2[CH:9]=[CH:8][C:7]([O:10][C:11]3[CH:12]=[C:13]([NH:17][C:18](=[O:30])[C:19]4[CH:24]=[CH:23][CH:22]=[C:21]([C:25]5([C:28]#[N:29])[CH2:27][CH2:26]5)[CH:20]=4)[CH:14]=[CH:15][CH:16]=3)=[N:6][N:5]2[CH:31]=1.[Cl:32][C:33]1[CH:41]=[CH:40][C:36]([C:37](Cl)=[O:38])=[CH:35][N:34]=1.C(N(CC)CC)C. Product: [Cl:32][C:33]1[CH:41]=[CH:40][C:36]([C:37]([NH:1][C:2]2[N:3]=[C:4]3[CH:9]=[CH:8][C:7]([O:10][C:11]4[CH:16]=[CH:15][CH:14]=[C:13]([NH:17][C:18](=[O:30])[C:19]5[CH:24]=[CH:23][CH:22]=[C:21]([C:25]6([C:28]#[N:29])[CH2:27][CH2:26]6)[CH:20]=5)[CH:12]=4)=[N:6][N:5]3[CH:31]=2)=[O:38])=[CH:35][N:34]=1. The catalyst class is: 7. (2) Reactant: [Cl:1][C:2]1[CH:7]=[C:6]([N+:8]([O-])=O)[CH:5]=[CH:4][C:3]=1[C:11]#[C:12][C:13]([CH3:16])([CH3:15])[CH3:14].[Cl-].[NH4+]. Product: [Cl:1][C:2]1[CH:7]=[C:6]([CH:5]=[CH:4][C:3]=1[C:11]#[C:12][C:13]([CH3:16])([CH3:15])[CH3:14])[NH2:8]. The catalyst class is: 406. (3) Reactant: C(=O)([O-])[O-].[K+].[K+].[Cl:7][C:8]1[CH:15]=[CH:14][C:11]([CH2:12]Br)=[CH:10][CH:9]=1.[N+:16]([C:19]1[CH:20]=[CH:21][C:22]2[O:27][CH2:26][C:25](=[O:28])[NH:24][C:23]=2[CH:29]=1)([O-:18])=[O:17]. Product: [Cl:7][C:8]1[CH:15]=[CH:14][C:11]([CH2:12][N:24]2[C:23]3[CH:29]=[C:19]([N+:16]([O-:18])=[O:17])[CH:20]=[CH:21][C:22]=3[O:27][CH2:26][C:25]2=[O:28])=[CH:10][CH:9]=1. The catalyst class is: 3. (4) Reactant: [C:1]1([C:25]2[CH:30]=[CH:29][CH:28]=[CH:27][CH:26]=2)[CH:6]=[CH:5][C:4]([CH2:7][N:8]2[CH:16]=[C:15]3[C:10]([N:11]=[C:12]([NH:19][C:20]([CH3:24])([CH3:23])[CH2:21]O)[N:13]([CH3:18])[C:14]3=[O:17])=[N:9]2)=[CH:3][CH:2]=1.S(Cl)(Cl)=O. Product: [C:1]1([C:25]2[CH:30]=[CH:29][CH:28]=[CH:27][CH:26]=2)[CH:2]=[CH:3][C:4]([CH2:7][N:8]2[CH:16]=[C:15]3[C:14](=[O:17])[N:13]([CH3:18])[C:12]4[N:11]([CH2:24][C:20]([CH3:23])([CH3:21])[N:19]=4)[C:10]3=[N:9]2)=[CH:5][CH:6]=1. The catalyst class is: 2.